From a dataset of Reaction yield outcomes from USPTO patents with 853,638 reactions. Predict the reaction yield, written as a fraction of the theoretical maximum amount of product (1.0 means a 100% yield; for example, 0.34 means a 34% yield). (1) The reactants are [H-].[Na+].[O:3]=[C:4]([CH2:10][CH2:11][CH2:12][CH3:13])[CH2:5][C:6]([O:8][CH3:9])=[O:7].Cl[CH2:15][C:16]1[CH:17]=[CH:18][C:19]([C:22]2[CH:29]=[CH:28][CH:27]=[CH:26][C:23]=2[C:24]#[N:25])=[N:20][CH:21]=1.Cl. The catalyst is O1CCCC1.[I-].C([N+](CCCC)(CCCC)CCCC)CCC. The product is [C:24]([C:23]1[CH:26]=[CH:27][CH:28]=[CH:29][C:22]=1[C:19]1[N:20]=[CH:21][C:16]([CH2:15][CH:5]([C:4](=[O:3])[CH2:10][CH2:11][CH2:12][CH3:13])[C:6]([O:8][CH3:9])=[O:7])=[CH:17][CH:18]=1)#[N:25]. The yield is 0.120. (2) The reactants are IC1C=CC([C:8]2[CH:13]=[CH:12][CH:11]=[CH:10][C:9]=2[N:14](C(=O)C)[C:15]2[CH:20]=[CH:19][CH:18]=[CH:17][CH:16]=2)=CC=1.C(=O)([O-])[O-].[K+].[K+].[CH3:30][CH2:31][CH2:32][CH2:33][CH2:34][CH2:35][CH2:36][CH2:37][CH2:38][CH2:39][CH2:40][CH3:41].[OH-].[K+]. The catalyst is C(O)CC(C)C.[Cu].O. The product is [C:36]1([C:35]2[CH:30]=[CH:31][CH:32]=[CH:33][CH:34]=2)[CH:41]=[CH:40][C:39]([N:14]([C:9]2[CH:8]=[CH:13][CH:12]=[CH:11][CH:10]=2)[C:15]2[CH:16]=[CH:17][C:18]([C:18]3[CH:19]=[CH:20][C:15]([NH:14][C:9]4[CH:10]=[CH:11][CH:12]=[CH:13][CH:8]=4)=[CH:16][CH:17]=3)=[CH:19][CH:20]=2)=[CH:38][CH:37]=1. The yield is 0.778. (3) The reactants are [OH:1][CH2:2][C@H:3]1[CH2:14][CH2:13][C:12]2[S:11][C:10]3[N:9]=[CH:8][N:7]=[C:6]([O:15][CH:16]4[CH2:21][CH2:20][CH:19]([N:22]([CH3:30])[C:23](=[O:29])[O:24][C:25]([CH3:28])([CH3:27])[CH3:26])[CH2:18][CH2:17]4)[C:5]=3[C:4]1=2.[H-].[Na+].I[CH2:34][CH2:35][O:36][CH2:37][C:38]1[CH:43]=[CH:42][C:41]([O:44][CH3:45])=[CH:40][CH:39]=1. The catalyst is CN(C=O)C. The product is [CH3:45][O:44][C:41]1[CH:42]=[CH:43][C:38]([CH2:37][O:36][CH2:35][CH2:34][O:1][CH2:2][C@H:3]2[CH2:14][CH2:13][C:12]3[S:11][C:10]4[N:9]=[CH:8][N:7]=[C:6]([O:15][CH:16]5[CH2:17][CH2:18][CH:19]([N:22]([CH3:30])[C:23](=[O:29])[O:24][C:25]([CH3:26])([CH3:27])[CH3:28])[CH2:20][CH2:21]5)[C:5]=4[C:4]2=3)=[CH:39][CH:40]=1. The yield is 0.540. (4) The reactants are [Cl:1][C:2]1[CH:9]=[CH:8][C:5]([CH:6]=[O:7])=[C:4]([CH3:10])[CH:3]=1.[C:11](O)(C(F)(F)F)=O.[CH2:18]([OH:22])[CH2:19][CH:20]=C.[Li+].[OH-]. The catalyst is ClCCCl.CO. The product is [Cl:1][C:2]1[CH:9]=[CH:8][C:5]([CH:6]2[CH2:11][CH:18]([OH:22])[CH2:19][CH2:20][O:7]2)=[C:4]([CH3:10])[CH:3]=1. The yield is 0.540. (5) The reactants are [Cl:1][C:2]1[C:10]2[C:9](=[O:11])[NH:8][N:7]=[CH:6][C:5]=2[N:4](COCC[Si](C)(C)C)[C:3]=1[C:20]1[CH:25]=[CH:24][C:23]([O:26][CH:27]([F:29])[F:28])=[C:22]([O:30][CH:31]([CH3:33])[CH3:32])[CH:21]=1.C1(OC2C=C(C3N(COCC[Si](C)(C)C)C4C=NNC(=O)C=4C=3)C=CC=2OC(F)F)CC1. No catalyst specified. The product is [Cl:1][C:2]1[C:10]2[C:9](=[O:11])[NH:8][N:7]=[CH:6][C:5]=2[NH:4][C:3]=1[C:20]1[CH:25]=[CH:24][C:23]([O:26][CH:27]([F:29])[F:28])=[C:22]([O:30][CH:31]([CH3:33])[CH3:32])[CH:21]=1. The yield is 0.960. (6) The reactants are [Br:1][C:2]1[CH:3]=[C:4]([C:9]2[CH:14]=[CH:13][CH:12]=[CH:11][N:10]=2)[N+:5]([O-])=[CH:6][CH:7]=1.P(Cl)(Cl)Cl. The catalyst is C(Cl)(Cl)Cl. The product is [Br:1][C:2]1[CH:7]=[CH:6][N:5]=[C:4]([C:9]2[CH:14]=[CH:13][CH:12]=[CH:11][N:10]=2)[CH:3]=1. The yield is 0.850. (7) The reactants are [CH2:1]([O:8][C:9]1[CH:10]=[C:11]([N:22]([CH2:45][CH2:46][CH2:47][CH3:48])[CH2:23][CH2:24][CH2:25][CH2:26][O:27][Si:28]([C:41]([CH3:44])([CH3:43])[CH3:42])([C:35]2[CH:40]=[CH:39][CH:38]=[CH:37][CH:36]=2)[C:29]2[CH:34]=[CH:33][CH:32]=[CH:31][CH:30]=2)[CH:12]=[CH:13][C:14]=1[CH:15]=[CH:16][C:17]1[S:18][CH:19]=[CH:20][CH:21]=1)[C:2]1[CH:7]=[CH:6][CH:5]=[CH:4][CH:3]=1.C([Li])CCC.CN(C)[CH:56]=[O:57].II. The yield is 0.576. The catalyst is O1CCCC1.CCOCC. The product is [CH2:1]([O:8][C:9]1[CH:10]=[C:11]([N:22]([CH2:45][CH2:46][CH2:47][CH3:48])[CH2:23][CH2:24][CH2:25][CH2:26][O:27][Si:28]([C:41]([CH3:42])([CH3:43])[CH3:44])([C:29]2[CH:34]=[CH:33][CH:32]=[CH:31][CH:30]=2)[C:35]2[CH:36]=[CH:37][CH:38]=[CH:39][CH:40]=2)[CH:12]=[CH:13][C:14]=1[CH:15]=[CH:16][C:17]1[S:18][C:19]([CH:56]=[O:57])=[CH:20][CH:21]=1)[C:2]1[CH:3]=[CH:4][CH:5]=[CH:6][CH:7]=1. (8) The reactants are C([O:5][C:6]([C:8]1([CH:15]=[CH2:16])[CH2:13][O:12][C:11](=[O:14])[O:10][CH2:9]1)=[O:7])(C)(C)C.FC(F)(F)C(O)=O. The catalyst is ClCCl. The product is [O:14]=[C:11]1[O:10][CH2:9][C:8]([CH:15]=[CH2:16])([C:6]([OH:7])=[O:5])[CH2:13][O:12]1. The yield is 0.900. (9) The yield is 0.870. The reactants are [Cl:1][C:2]1[CH:7]=[CH:6][C:5]([S:8]([N:11]([CH2:19][C:20]2[CH:29]=[CH:28][C:23]([C:24]([O:26]C)=[O:25])=[CH:22][CH:21]=2)[CH:12]2[CH2:17][CH2:16][CH2:15][CH2:14][CH:13]2[F:18])(=[O:10])=[O:9])=[CH:4][CH:3]=1.O.[OH-].[Li+].Cl.C(OCC)C. The catalyst is C(#N)C. The product is [Cl:1][C:2]1[CH:7]=[CH:6][C:5]([S:8]([N:11]([CH2:19][C:20]2[CH:21]=[CH:22][C:23]([C:24]([OH:26])=[O:25])=[CH:28][CH:29]=2)[CH:12]2[CH2:17][CH2:16][CH2:15][CH2:14][CH:13]2[F:18])(=[O:9])=[O:10])=[CH:4][CH:3]=1. (10) The reactants are [CH2:1]([C:3]1[CH:4]=[N:5][N:6]([CH3:16])[C:7]=1[C:8]1[CH:9]=[C:10]([C:13]([OH:15])=O)[S:11][CH:12]=1)[CH3:2].[NH2:17][C@@H:18]([CH2:31][C:32]1[CH:37]=[CH:36][CH:35]=[CH:34][C:33]=1[C:38]([F:41])([F:40])[F:39])[CH2:19][N:20]1[C:28](=[O:29])[C:27]2[C:22](=[CH:23][CH:24]=[CH:25][CH:26]=2)[C:21]1=[O:30].C1CN([P+](Br)(N2CCCC2)N2CCCC2)CC1.F[P-](F)(F)(F)(F)F.CCN(C(C)C)C(C)C. The catalyst is C(Cl)(Cl)Cl. The product is [O:29]=[C:28]1[C:27]2[C:22](=[CH:23][CH:24]=[CH:25][CH:26]=2)[C:21](=[O:30])[N:20]1[CH2:19][C@@H:18]([NH:17][C:13]([C:10]1[S:11][CH:12]=[C:8]([C:7]2[N:6]([CH3:16])[N:5]=[CH:4][C:3]=2[CH2:1][CH3:2])[CH:9]=1)=[O:15])[CH2:31][C:32]1[CH:37]=[CH:36][CH:35]=[CH:34][C:33]=1[C:38]([F:40])([F:39])[F:41]. The yield is 0.710.